This data is from Forward reaction prediction with 1.9M reactions from USPTO patents (1976-2016). The task is: Predict the product of the given reaction. Given the reactants [Cl:1][C:2]1[CH:3]=[C:4]2[C:8](=[C:9]([Cl:11])[CH:10]=1)[N:7]([C:12]1[CH:17]=[C:16]([NH:18][CH:19]([CH2:22][CH3:23])[CH2:20][CH3:21])[N:15]=[C:14]([CH3:24])[N:13]=1)[CH2:6][CH2:5]2.[Cl:25]N1C(=O)CCC1=O, predict the reaction product. The product is: [Cl:25][C:17]1[C:12]([N:7]2[C:8]3[C:4](=[CH:3][C:2]([Cl:1])=[CH:10][C:9]=3[Cl:11])[CH2:5][CH2:6]2)=[N:13][C:14]([CH3:24])=[N:15][C:16]=1[NH:18][CH:19]([CH2:22][CH3:23])[CH2:20][CH3:21].